From a dataset of Forward reaction prediction with 1.9M reactions from USPTO patents (1976-2016). Predict the product of the given reaction. (1) Given the reactants [CH2:1]([O:8][C:9]1[CH:10]=[C:11]2[C:16](=[CH:17][CH:18]=1)[CH2:15][CH:14]([CH:19]([O:28][Si:29]([C:32]([CH3:35])([CH3:34])[CH3:33])([CH3:31])[CH3:30])[C:20]1[O:21][C:22]([C:25]([NH2:27])=O)=[CH:23][N:24]=1)[CH2:13][CH2:12]2)[C:2]1[CH:7]=[CH:6][CH:5]=[CH:4][CH:3]=1.N1C=CC=CC=1.FC(F)(F)C(OC(=O)C(F)(F)F)=O, predict the reaction product. The product is: [CH2:1]([O:8][C:9]1[CH:10]=[C:11]2[C:16](=[CH:17][CH:18]=1)[CH2:15][CH:14]([CH:19]([O:28][Si:29]([C:32]([CH3:35])([CH3:34])[CH3:33])([CH3:30])[CH3:31])[C:20]1[O:21][C:22]([C:25]#[N:27])=[CH:23][N:24]=1)[CH2:13][CH2:12]2)[C:2]1[CH:7]=[CH:6][CH:5]=[CH:4][CH:3]=1. (2) Given the reactants [F:1]C(F)(F)C1C=CC(O)=CC=1.[C:12]1([CH:18](O)[CH2:19][N:20]2[CH2:25][CH2:24][NH:23][CH2:22][CH:21]2C2C=CC=CC=2)[CH:17]=[CH:16][CH:15]=CC=1.[C:46]1(P([C:46]2[CH:51]=[CH:50][CH:49]=[CH:48][CH:47]=2)[C:46]2[CH:51]=[CH:50][CH:49]=[CH:48][CH:47]=2)[CH:51]=[CH:50][CH:49]=[CH:48][CH:47]=1.N(C(OC(C)C)=O)=NC([O:56][CH:57]([CH3:59])C)=O.CC(OC(/N=N/C(OC(C)C)=O)=O)C, predict the reaction product. The product is: [F:1][C:46]1[CH:47]=[CH:48][C:49]([O:56][CH:57]([CH:22]2[CH2:21][N:20]([C:19]3[CH:15]=[CH:16][CH:17]=[CH:12][CH:18]=3)[CH2:25][CH2:24][NH:23]2)[CH3:59])=[CH:50][CH:51]=1. (3) Given the reactants C([O:8][C:9]1[CH:14]=[CH:13][CH:12]=[CH:11][C:10]=1[CH:15]=[CH:16][CH2:17][CH2:18][OH:19])C1C=CC=CC=1, predict the reaction product. The product is: [OH:8][C:9]1[CH:14]=[CH:13][CH:12]=[CH:11][C:10]=1[CH2:15][CH2:16][CH2:17][CH2:18][OH:19]. (4) Given the reactants [Cl:1][C:2]1[CH:3]=[N:4][C:5]2[N:6]([N:8]=[C:9]([C:11]([OH:13])=O)[CH:10]=2)[CH:7]=1.[CH3:14][CH:15]1[NH:20][CH2:19][C:18]2[CH:21]=[CH:22][S:23][C:17]=2[CH2:16]1, predict the reaction product. The product is: [Cl:1][C:2]1[CH:3]=[N:4][C:5]2[N:6]([N:8]=[C:9]([C:11]([N:20]3[CH:15]([CH3:14])[CH2:16][C:17]4[S:23][CH:22]=[CH:21][C:18]=4[CH2:19]3)=[O:13])[CH:10]=2)[CH:7]=1. (5) Given the reactants FC(F)(F)[C:3]([OH:5])=[O:4].[OH:8][C@H:9]([C:48]1[C:56]2[S:55][C:54](=[O:57])[NH:53][C:52]=2[C:51]([OH:58])=[CH:50][CH:49]=1)[CH2:10][N:11]([CH2:19][C:20]1[CH:25]=[CH:24][C:23]([O:26][CH2:27][CH2:28][N:29]2[CH2:47][CH2:46][C:32]3([O:37][CH2:36][CH2:35][N:34]([C:38]([C:40]4[CH:44]=[C:43]([CH3:45])[S:42][CH:41]=4)=[O:39])[CH2:33]3)[CH2:31][CH2:30]2)=[CH:22][CH:21]=1)C(=O)OC(C)(C)C.C1(C)C=CC=CC=1, predict the reaction product. The product is: [CH:3]([OH:5])=[O:4].[OH:58][C:51]1[C:52]2[NH:53][C:54](=[O:57])[S:55][C:56]=2[C:48]([C@@H:9]([OH:8])[CH2:10][NH:11][CH2:19][C:20]2[CH:25]=[CH:24][C:23]([O:26][CH2:27][CH2:28][N:29]3[CH2:47][CH2:46][C:32]4([O:37][CH2:36][CH2:35][N:34]([C:38]([C:40]5[CH:44]=[C:43]([CH3:45])[S:42][CH:41]=5)=[O:39])[CH2:33]4)[CH2:31][CH2:30]3)=[CH:22][CH:21]=2)=[CH:49][CH:50]=1. (6) Given the reactants [C:1](=O)([O:37]C1C=CC([N+]([O-])=O)=CC=1)[O:2][C@H:3]([CH2:18][C:19]1[CH:27]=[C:26]([CH3:28])[C:25]2[C:21](=[CH:22][N:23]([CH2:29][O:30][CH2:31][CH2:32][Si:33]([CH3:36])([CH3:35])[CH3:34])[N:24]=2)[CH:20]=1)[C:4](=[O:17])[N:5]1[CH2:10][CH2:9][CH:8]([N:11]2[CH2:16][CH2:15][CH2:14][CH2:13][CH2:12]2)[CH2:7][CH2:6]1.[F:48][C:49]1[CH:58]=[C:57]2[C:52]([CH2:53][N:54]([CH:60]3[CH2:65][CH2:64][NH:63][CH2:62][CH2:61]3)[C:55](=[O:59])[NH:56]2)=[CH:51][CH:50]=1.C(N(C(C)C)CC)(C)C, predict the reaction product. The product is: [F:48][C:49]1[CH:58]=[C:57]2[C:52]([CH2:53][N:54]([CH:60]3[CH2:65][CH2:64][N:63]([C:1]([O:2][C@H:3]([CH2:18][C:19]4[CH:27]=[C:26]([CH3:28])[C:25]5[C:21](=[CH:22][N:23]([CH2:29][O:30][CH2:31][CH2:32][Si:33]([CH3:35])([CH3:34])[CH3:36])[N:24]=5)[CH:20]=4)[C:4](=[O:17])[N:5]4[CH2:10][CH2:9][CH:8]([N:11]5[CH2:16][CH2:15][CH2:14][CH2:13][CH2:12]5)[CH2:7][CH2:6]4)=[O:37])[CH2:62][CH2:61]3)[C:55](=[O:59])[NH:56]2)=[CH:51][CH:50]=1. (7) Given the reactants [CH2:1]([O:3][C:4]([C:6]1([C:9]2[CH:14]=[CH:13][C:12]([C:15]3[CH:20]=[CH:19][C:18]([C:21]4[S:22][C:23]([Cl:29])=[CH:24][C:25]=4C(=O)N)=[CH:17][C:16]=3[O:30][CH3:31])=[CH:11][CH:10]=2)[CH2:8][CH2:7]1)=[O:5])[CH3:2].[N:32]1[CH:37]=CC=CC=1.FC(F)(F)C(OI(C1C=CC=CC=1)OC(=O)C(F)(F)F)=[O:41].[F:59][C:60]1[CH:65]=[CH:64][C:63]([F:66])=[CH:62][C:61]=1[C@H:67]([OH:69])[CH3:68], predict the reaction product. The product is: [CH2:1]([O:3][C:4]([C:6]1([C:9]2[CH:10]=[CH:11][C:12]([C:15]3[CH:20]=[CH:19][C:18]([C:21]4[S:22][C:23]([Cl:29])=[CH:24][C:25]=4[NH:32][C:37]([O:69][C@@H:67]([C:61]4[CH:62]=[C:63]([F:66])[CH:64]=[CH:65][C:60]=4[F:59])[CH3:68])=[O:41])=[CH:17][C:16]=3[O:30][CH3:31])=[CH:13][CH:14]=2)[CH2:8][CH2:7]1)=[O:5])[CH3:2]. (8) Given the reactants [CH3:1][N:2]1[CH:6]2[CH2:7][CH:8](OS(C)(=O)=O)[CH2:9][CH:3]1[CH2:4][CH2:5]2.C([O:17][C:18]([S-:20])=[S:19])C.[Na+].C1(C)C=CC=CC=1, predict the reaction product. The product is: [CH3:1][N:2]1[C@@H:3]2[CH2:9][CH:8]([S:19][C:18]([SH:20])=[O:17])[CH2:7][C@H:6]1[CH2:5][CH2:4]2.